This data is from Catalyst prediction with 721,799 reactions and 888 catalyst types from USPTO. The task is: Predict which catalyst facilitates the given reaction. (1) Reactant: [Si]([O:8][CH2:9][C:10]1([CH3:40])[S:16][CH2:15][CH2:14][N:13]2[C:17]([C:20]3([C:23]4[CH:28]=[CH:27][C:26]([C:29]5[CH:30]=[CH:31][C:32]([C:35]([N:37]([CH3:39])[CH3:38])=[O:36])=[N:33][CH:34]=5)=[CH:25][CH:24]=4)[CH2:22][CH2:21]3)=[N:18][N:19]=[C:12]2[CH2:11]1)(C(C)(C)C)(C)C.Cl. Product: [OH:8][CH2:9][C:10]1([CH3:40])[S:16][CH2:15][CH2:14][N:13]2[C:17]([C:20]3([C:23]4[CH:24]=[CH:25][C:26]([C:29]5[CH:30]=[CH:31][C:32]([C:35]([N:37]([CH3:39])[CH3:38])=[O:36])=[N:33][CH:34]=5)=[CH:27][CH:28]=4)[CH2:22][CH2:21]3)=[N:18][N:19]=[C:12]2[CH2:11]1. The catalyst class is: 5. (2) Reactant: Cl[CH2:2][C:3]([NH:5][C:6]1[CH:11]=[CH:10][C:9]([NH:12][C:13]2[CH:22]=[CH:21][C:20]3[C:15](=[CH:16][CH:17]=[CH:18][CH:19]=3)[C:14]=2[N+:23]([O-:25])=[O:24])=[CH:8][CH:7]=1)=[O:4].[NH:26]1[CH:30]=[CH:29][N:28]=[CH:27]1.C(=O)([O-])[O-].[Cs+].[Cs+]. Product: [N:26]1([CH2:2][C:3]([NH:5][C:6]2[CH:11]=[CH:10][C:9]([NH:12][C:13]3[CH:22]=[CH:21][C:20]4[C:15](=[CH:16][CH:17]=[CH:18][CH:19]=4)[C:14]=3[N+:23]([O-:25])=[O:24])=[CH:8][CH:7]=2)=[O:4])[CH:30]=[CH:29][N:28]=[CH:27]1. The catalyst class is: 10.